Dataset: Catalyst prediction with 721,799 reactions and 888 catalyst types from USPTO. Task: Predict which catalyst facilitates the given reaction. (1) Reactant: O[CH:2]=[C:3]1[C:11]2[C:6](=[CH:7][C:8]([C:12]([C:14]3[CH:15]=[C:16]([NH:20][C:21]([C:23]4[S:24][CH:25]=[CH:26][CH:27]=4)=[O:22])[CH:17]=[CH:18][CH:19]=3)=[O:13])=[CH:9][CH:10]=2)[NH:5][C:4]1=[O:28].[NH2:29][C:30]1[CH:35]=[CH:34][C:33]([CH2:36][CH2:37][C:38]([OH:40])=[O:39])=[CH:32][CH:31]=1. Product: [O:28]=[C:4]1[C:3](=[CH:2][NH:29][C:30]2[CH:31]=[CH:32][C:33]([CH2:36][CH2:37][C:38]([OH:40])=[O:39])=[CH:34][CH:35]=2)[C:11]2[C:6](=[CH:7][C:8]([C:12](=[O:13])[C:14]3[CH:19]=[CH:18][CH:17]=[C:16]([NH:20][C:21]([C:23]4[S:24][CH:25]=[CH:26][CH:27]=4)=[O:22])[CH:15]=3)=[CH:9][CH:10]=2)[NH:5]1. The catalyst class is: 1. (2) Reactant: CN(C(ON1N=NC2C=CC=NC1=2)=[N+](C)C)C.F[P-](F)(F)(F)(F)F.[NH2:25][C:26]1[CH:31]=[CH:30][C:29]([N:32]2[CH:37]=[CH:36][C:35]([O:38][CH2:39][C:40]3[CH:45]=[CH:44][CH:43]=[CH:42][CH:41]=3)=[CH:34][C:33]2=[O:46])=[CH:28][C:27]=1[NH:47][CH3:48].[CH3:49][O:50][C:51]([CH:53]1[CH2:55][CH:54]1[C:56](O)=O)=[O:52].C(N(CC)C(C)C)(C)C. Product: [CH2:39]([O:38][C:35]1[CH:36]=[CH:37][N:32]([C:29]2[CH:30]=[CH:31][C:26]3[N:25]=[C:56]([CH:54]4[CH2:55][CH:53]4[C:51]([O:50][CH3:49])=[O:52])[N:47]([CH3:48])[C:27]=3[CH:28]=2)[C:33](=[O:46])[CH:34]=1)[C:40]1[CH:41]=[CH:42][CH:43]=[CH:44][CH:45]=1. The catalyst class is: 18. (3) Reactant: [CH3:1][C:2]1[CH:3]=[C:4]2[C:9](=[CH:10][CH:11]=1)[N:8]=[C:7]([C:12]([OH:14])=O)[N:6]=[CH:5]2.[N:15]1[N:16]=[CH:17][N:18]2[CH:23]=[CH:22][N:21]=[C:20]([N:24]3[CH2:28][CH2:27][C@H:26]([NH2:29])[CH2:25]3)[C:19]=12.C(N(CC)CC)C.CN(C(ON1N=NC2C=CC=NC1=2)=[N+](C)C)C.F[P-](F)(F)(F)(F)F. The catalyst class is: 16. Product: [N:15]1[N:16]=[CH:17][N:18]2[CH:23]=[CH:22][N:21]=[C:20]([N:24]3[CH2:28][CH2:27][C@H:26]([NH:29][C:12]([C:7]4[N:6]=[CH:5][C:4]5[C:9](=[CH:10][CH:11]=[C:2]([CH3:1])[CH:3]=5)[N:8]=4)=[O:14])[CH2:25]3)[C:19]=12. (4) Reactant: [Li+].[OH-].[C:3]([C:5]1[CH:10]=[CH:9][C:8]([CH2:11][C:12]([O:14]CC)=[O:13])=[CH:7][C:6]=1[O:17][CH3:18])#[N:4].CO. Product: [C:3]([C:5]1[CH:10]=[CH:9][C:8]([CH2:11][C:12]([OH:14])=[O:13])=[CH:7][C:6]=1[O:17][CH3:18])#[N:4]. The catalyst class is: 1. (5) Reactant: [Cl:1][C:2]1[CH:7]=[CH:6][C:5]([N:8]2[CH:12]=[CH:11][CH:10]=[C:9]2/[CH:13]=[CH:14]/[C:15]([O:17][CH3:18])=[O:16])=[C:4]([C:19]([C:21]2[C:30]3[C:25](=[CH:26][CH:27]=[CH:28][CH:29]=3)[CH:24]=[CH:23][CH:22]=2)=[O:20])[CH:3]=1.[BH4-].[Na+]. Product: [Cl:1][C:2]1[CH:7]=[CH:6][C:5]2[N:8]3[CH:12]=[CH:11][CH:10]=[C:9]3[C@@H:13]([CH2:14][C:15]([O:17][CH3:18])=[O:16])[O:20][C@H:19]([C:21]3[C:30]4[C:25](=[CH:26][CH:27]=[CH:28][CH:29]=4)[CH:24]=[CH:23][CH:22]=3)[C:4]=2[CH:3]=1. The catalyst class is: 5. (6) Reactant: [C:1]([C:5]1[CH:33]=[CH:32][C:8]([C:9]([NH:11][C:12]2[CH:27]=[CH:26][C:25]([C:28]([O:30]C)=[O:29])=[CH:24][C:13]=2[C:14]([NH:16][C:17]2[CH:22]=[CH:21][C:20]([Cl:23])=[CH:19][N:18]=2)=[O:15])=[O:10])=[CH:7][CH:6]=1)([CH3:4])([CH3:3])[CH3:2].[OH-].[Na+]. Product: [C:1]([C:5]1[CH:6]=[CH:7][C:8]([C:9]([NH:11][C:12]2[CH:27]=[CH:26][C:25]([C:28]([OH:30])=[O:29])=[CH:24][C:13]=2[C:14]([NH:16][C:17]2[CH:22]=[CH:21][C:20]([Cl:23])=[CH:19][N:18]=2)=[O:15])=[O:10])=[CH:32][CH:33]=1)([CH3:4])([CH3:2])[CH3:3]. The catalyst class is: 5.